From a dataset of Reaction yield outcomes from USPTO patents with 853,638 reactions. Predict the reaction yield, written as a fraction of the theoretical maximum amount of product (1.0 means a 100% yield; for example, 0.34 means a 34% yield). (1) The reactants are CC1(C)[O:6][C@@H:5]([CH2:7][CH2:8][NH:9][C:10]([CH:12]2[CH:16]([C:17]3[CH:22]=[CH:21][CH:20]=[C:19]([Cl:23])[C:18]=3[F:24])[C:15]([C:27]3[CH:32]=[CH:31][C:30]([Cl:33])=[CH:29][C:28]=3[F:34])([C:25]#[N:26])[CH:14]([CH2:35][C:36]([CH3:40])([CH3:39])[CH2:37][CH3:38])[NH:13]2)=[O:11])[CH2:4][O:3]1.Cl. The catalyst is O1CCCC1. The product is [OH:6][C@H:5]([CH2:4][OH:3])[CH2:7][CH2:8][NH:9][C:10]([CH:12]1[CH:16]([C:17]2[CH:22]=[CH:21][CH:20]=[C:19]([Cl:23])[C:18]=2[F:24])[C:15]([C:27]2[CH:32]=[CH:31][C:30]([Cl:33])=[CH:29][C:28]=2[F:34])([C:25]#[N:26])[CH:14]([CH2:35][C:36]([CH3:39])([CH3:40])[CH2:37][CH3:38])[NH:13]1)=[O:11]. The yield is 0.990. (2) The reactants are [F:1][C:2]1[CH:3]=[CH:4][C:5]2[C:14]([OH:15])=[CH:13][C:12]3[CH:11]=[N:10][N:9]=[C:8]([O:16][CH3:17])[C:7]=3[C:6]=2[CH:18]=1.[N:19](OC(C)(C)C)=[O:20].Cl.O1CCOCC1.C([O-])(O)=O.[Na+]. The catalyst is CN(C=O)C. The product is [F:1][C:2]1[CH:3]=[CH:4][C:5]2[C:14](=[O:15])[C:13](=[N:19][OH:20])[C:12]3[CH:11]=[N:10][N:9]=[C:8]([O:16][CH3:17])[C:7]=3[C:6]=2[CH:18]=1. The yield is 0.620.